From a dataset of NCI-60 drug combinations with 297,098 pairs across 59 cell lines. Regression. Given two drug SMILES strings and cell line genomic features, predict the synergy score measuring deviation from expected non-interaction effect. (1) Drug 1: CC1=C(C(CCC1)(C)C)C=CC(=CC=CC(=CC(=O)O)C)C. Drug 2: COCCOC1=C(C=C2C(=C1)C(=NC=N2)NC3=CC=CC(=C3)C#C)OCCOC.Cl. Cell line: HOP-92. Synergy scores: CSS=10.6, Synergy_ZIP=-5.12, Synergy_Bliss=-3.77, Synergy_Loewe=0.118, Synergy_HSA=0.261. (2) Cell line: U251. Drug 1: C1=CC=C(C=C1)NC(=O)CCCCCCC(=O)NO. Drug 2: C(CCl)NC(=O)N(CCCl)N=O. Synergy scores: CSS=30.5, Synergy_ZIP=1.45, Synergy_Bliss=10.4, Synergy_Loewe=2.03, Synergy_HSA=4.98.